From a dataset of Experimentally validated miRNA-target interactions with 360,000+ pairs, plus equal number of negative samples. Binary Classification. Given a miRNA mature sequence and a target amino acid sequence, predict their likelihood of interaction. (1) The miRNA is hsa-miR-484 with sequence UCAGGCUCAGUCCCCUCCCGAU. The protein sequence of the target gene is MESLCGVLGFLLLAAGLPLQAAKRFRDVLGHEQYPDHMREHNQLRGWSSDENEWDEHLYPVWRRGDGRWKDSWEGGRVQAVLTSDSPALVGSNITFVVNLVFPRCQKEDANGNIVYEKNCRNDLGLTSDLHVYNWTAGADDGDWEDGTSRSQHLRFPDRRPFPRPHGWKKWSFVYVFHTLGQYFQKLGRCSARVSINTVNLTAGPQVMEVTVFRRYGRAYIPISKVKDVYVITDQIPVFVTMSQKNDRNLSDEIFLRDLPIVFDVLIHDPSHFLNDSAISYKWNFGDNTGLFVSNNHTLN.... Result: 0 (no interaction). (2) The miRNA is mmu-miR-21a-3p with sequence CAACAGCAGUCGAUGGGCUGUC. The protein sequence of the target gene is MDVFMKGLSKAKEGVVAAAEKTKQGVAEAAGKTKEGVLYVGSKTKEGVVHGVTTVAEKTKEQVTNVGGAVVTGVTAVAQKTVEGAGNIAAATGFVKKDQMGKGEEGYPQEGILEDMPVDPGSEAYEMPSEEGYQDYEPEA. Result: 1 (interaction).